This data is from Full USPTO retrosynthesis dataset with 1.9M reactions from patents (1976-2016). The task is: Predict the reactants needed to synthesize the given product. (1) Given the product [Cl:20][C:21]1[N:26]=[C:25]([NH:13][C:7]2[CH:8]=[C:9]3[C:4](=[CH:5][CH:6]=2)[N:3]=[C:2]([CH3:1])[CH:11]=[C:10]3[NH2:12])[N:24]=[C:23]([S:27][CH3:28])[N:22]=1, predict the reactants needed to synthesize it. The reactants are: [CH3:1][C:2]1[CH:11]=[C:10]([NH2:12])[C:9]2[C:4](=[CH:5][CH:6]=[C:7]([NH2:13])[CH:8]=2)[N:3]=1.C(=O)([O-])[O-].[Na+].[Na+].[Cl:20][C:21]1[NH:22][C:23](Cl)([S:27][CH3:28])[N:24]=[CH:25][N:26]=1. (2) Given the product [C:4]([O:3][C:1]([N:8]1[CH2:15][CH2:14][CH2:13][C@H:9]1[C:10]([NH:133][C@@H:129]([CH2:128][S:127][CH2:126]/[CH:125]=[C:124](\[CH3:134])/[CH2:123][CH2:122]/[CH:121]=[C:120](\[CH3:135])/[CH2:119][CH2:118][CH:117]=[C:116]([CH3:136])[CH3:115])[C:130]([OH:132])=[O:131])=[O:12])=[O:2])([CH3:5])([CH3:6])[CH3:7], predict the reactants needed to synthesize it. The reactants are: [C:1]([N:8]1[CH2:15][CH2:14][CH2:13][C@H:9]1[C:10]([OH:12])=O)([O:3][C:4]([CH3:7])([CH3:6])[CH3:5])=[O:2].C[C@@H](O)[C@@H]1NC(=O)[C@H](CCN)NC(=O)[C@H](CCN)NC(=O)[C@H](CC(C)C)NC(=O)[C@@H](CC2C=CC=CC=2)NC(=O)[C@H](CCN)NC(=O)[C@@H](NC([C@@H](N)CCN)=O)CCNC1=O.OS(O)(=O)=O.CN(C(ON1N=NC2C=CC=NC1=2)=[N+](C)C)C.F[P-](F)(F)(F)(F)F.C(N(CC)C(C)C)(C)C.[CH3:115][C:116]([CH3:136])=[CH:117][CH2:118][CH2:119]/[C:120](/[CH3:135])=[CH:121]/[CH2:122][CH2:123]/[C:124](/[CH3:134])=[CH:125]/[CH2:126][S:127][CH2:128][C@H:129]([NH2:133])[C:130]([OH:132])=[O:131]. (3) Given the product [C:1]([O:5][C:6](=[O:7])[NH:8][C@@H:9]1[CH2:13][CH2:12][N:11]([C:15]2[CH:20]=[CH:19][C:18]([F:21])=[C:17]([F:22])[CH:16]=2)[CH2:10]1)([CH3:4])([CH3:2])[CH3:3], predict the reactants needed to synthesize it. The reactants are: [C:1]([O:5][C:6]([NH:8][C@@H:9]1[CH2:13][CH2:12][NH:11][CH2:10]1)=[O:7])([CH3:4])([CH3:3])[CH3:2].Br[C:15]1[CH:20]=[CH:19][C:18]([F:21])=[C:17]([F:22])[CH:16]=1. (4) Given the product [CH:14]1([C:3]2[C:2]([C:21]3[CH:22]=[CH:23][C:18]([F:17])=[CH:19][CH:20]=3)=[CH:11][C:6]([C:7]([O:9][CH3:10])=[O:8])=[C:5]([O:12][CH3:13])[CH:4]=2)[CH2:16][CH2:15]1, predict the reactants needed to synthesize it. The reactants are: Br[C:2]1[C:3]([CH:14]2[CH2:16][CH2:15]2)=[CH:4][C:5]([O:12][CH3:13])=[C:6]([CH:11]=1)[C:7]([O:9][CH3:10])=[O:8].[F:17][C:18]1[CH:23]=[CH:22][C:21](B(O)O)=[CH:20][CH:19]=1. (5) Given the product [Br:19][C:2]1[CH:3]=[CH:4][C:5]2[CH2:6][CH2:7][CH2:8][CH2:9][C:10]=2[C:1]=1[OH:11], predict the reactants needed to synthesize it. The reactants are: [C:1]1([OH:11])[C:10]2[CH2:9][CH2:8][CH2:7][CH2:6][C:5]=2[CH:4]=[CH:3][CH:2]=1.C(NC(C)C)(C)C.[Br:19]N1C(=O)CCC1=O.Cl. (6) Given the product [CH:1]1([C:19]#[N:20])[C:10]2[C:5]3[C:6](=[CH:11][CH:12]=[CH:13][C:4]=3[CH2:3][O:2]1)[CH:7]=[CH:8][CH:9]=2, predict the reactants needed to synthesize it. The reactants are: [CH:1]1(O)[C:10]2[C:5]3[C:6](=[CH:11][CH:12]=[CH:13][C:4]=3[CH2:3][O:2]1)[CH:7]=[CH:8][CH:9]=2.C[Si]([C:19]#[N:20])(C)C.C([O-])(O)=O.[Na+]. (7) Given the product [CH2:10]([C:12]1[CH:19]=[CH:18][C:15]([CH2:16][C:4]2[CH:5]=[CH:6][CH:7]=[CH:8][C:3]=2[OH:9])=[CH:14][CH:13]=1)[CH3:11], predict the reactants needed to synthesize it. The reactants are: [H-].[Na+].[C:3]1([OH:9])[CH:8]=[CH:7][CH:6]=[CH:5][CH:4]=1.[CH2:10]([C:12]1[CH:19]=[CH:18][C:15]([CH2:16]Cl)=[CH:14][CH:13]=1)[CH3:11]. (8) Given the product [NH2:5][C:4]1[C:6]2[C:11](=[O:1])[N:10]([C:13]3[CH:14]=[CH:15][C:16]([CH3:19])=[CH:17][CH:18]=3)[C:9]([C:20]3[CH:21]=[CH:22][C:23]([S:26][CH3:27])=[CH:24][CH:25]=3)=[N:8][C:7]=2[NH:3][N:2]=1, predict the reactants needed to synthesize it. The reactants are: [OH2:1].[NH2:2][NH2:3].[C:4]([C:6]1[C:11](=O)[N:10]([C:13]2[CH:18]=[CH:17][C:16]([CH3:19])=[CH:15][CH:14]=2)[C:9]([C:20]2[CH:25]=[CH:24][C:23]([S:26][CH3:27])=[CH:22][CH:21]=2)=[N:8][C:7]=1SC)#[N:5].C(=O)([O-])[O-].[K+].[K+].